This data is from NCI-60 drug combinations with 297,098 pairs across 59 cell lines. The task is: Regression. Given two drug SMILES strings and cell line genomic features, predict the synergy score measuring deviation from expected non-interaction effect. (1) Drug 1: C1CN1C2=NC(=NC(=N2)N3CC3)N4CC4. Drug 2: COCCOC1=C(C=C2C(=C1)C(=NC=N2)NC3=CC=CC(=C3)C#C)OCCOC.Cl. Cell line: SF-539. Synergy scores: CSS=52.8, Synergy_ZIP=-4.16, Synergy_Bliss=-5.47, Synergy_Loewe=-7.99, Synergy_HSA=-2.58. (2) Drug 1: CC1C(C(CC(O1)OC2CC(CC3=C2C(=C4C(=C3O)C(=O)C5=C(C4=O)C(=CC=C5)OC)O)(C(=O)C)O)N)O.Cl. Drug 2: C(CC(=O)O)C(=O)CN.Cl. Cell line: MDA-MB-231. Synergy scores: CSS=13.2, Synergy_ZIP=-6.79, Synergy_Bliss=-2.80, Synergy_Loewe=-3.16, Synergy_HSA=-1.97. (3) Drug 1: C1CN1P(=S)(N2CC2)N3CC3. Drug 2: N.N.Cl[Pt+2]Cl. Cell line: A549. Synergy scores: CSS=56.8, Synergy_ZIP=-7.06, Synergy_Bliss=-7.68, Synergy_Loewe=-3.03, Synergy_HSA=1.53. (4) Drug 1: C1CCN(CC1)CCOC2=CC=C(C=C2)C(=O)C3=C(SC4=C3C=CC(=C4)O)C5=CC=C(C=C5)O. Drug 2: C1=CC(=CC=C1CCCC(=O)O)N(CCCl)CCCl. Cell line: HL-60(TB). Synergy scores: CSS=48.9, Synergy_ZIP=9.66, Synergy_Bliss=7.78, Synergy_Loewe=1.26, Synergy_HSA=2.55. (5) Drug 1: CC1=C(C=C(C=C1)NC(=O)C2=CC=C(C=C2)CN3CCN(CC3)C)NC4=NC=CC(=N4)C5=CN=CC=C5. Drug 2: C#CCC(CC1=CN=C2C(=N1)C(=NC(=N2)N)N)C3=CC=C(C=C3)C(=O)NC(CCC(=O)O)C(=O)O. Cell line: SF-268. Synergy scores: CSS=37.6, Synergy_ZIP=6.21, Synergy_Bliss=7.24, Synergy_Loewe=-16.9, Synergy_HSA=1.57. (6) Drug 1: C1=CC(=C2C(=C1NCCNCCO)C(=O)C3=C(C=CC(=C3C2=O)O)O)NCCNCCO. Drug 2: CC1C(C(=O)NC(C(=O)N2CCCC2C(=O)N(CC(=O)N(C(C(=O)O1)C(C)C)C)C)C(C)C)NC(=O)C3=C4C(=C(C=C3)C)OC5=C(C(=O)C(=C(C5=N4)C(=O)NC6C(OC(=O)C(N(C(=O)CN(C(=O)C7CCCN7C(=O)C(NC6=O)C(C)C)C)C)C(C)C)C)N)C. Cell line: A549. Synergy scores: CSS=42.5, Synergy_ZIP=1.23, Synergy_Bliss=-0.106, Synergy_Loewe=-2.78, Synergy_HSA=-0.309. (7) Drug 1: CC1=C2C(C(=O)C3(C(CC4C(C3C(C(C2(C)C)(CC1OC(=O)C(C(C5=CC=CC=C5)NC(=O)OC(C)(C)C)O)O)OC(=O)C6=CC=CC=C6)(CO4)OC(=O)C)OC)C)OC. Drug 2: CC1CCC2CC(C(=CC=CC=CC(CC(C(=O)C(C(C(=CC(C(=O)CC(OC(=O)C3CCCCN3C(=O)C(=O)C1(O2)O)C(C)CC4CCC(C(C4)OC)O)C)C)O)OC)C)C)C)OC. Cell line: SK-MEL-5. Synergy scores: CSS=56.8, Synergy_ZIP=8.57, Synergy_Bliss=7.96, Synergy_Loewe=4.92, Synergy_HSA=13.0. (8) Drug 1: C1=CC(=C2C(=C1NCCNCCO)C(=O)C3=C(C=CC(=C3C2=O)O)O)NCCNCCO. Drug 2: C1=CC=C(C=C1)NC(=O)CCCCCCC(=O)NO. Cell line: SN12C. Synergy scores: CSS=56.6, Synergy_ZIP=7.54, Synergy_Bliss=8.65, Synergy_Loewe=-5.93, Synergy_HSA=10.3. (9) Drug 1: CN(CC1=CN=C2C(=N1)C(=NC(=N2)N)N)C3=CC=C(C=C3)C(=O)NC(CCC(=O)O)C(=O)O. Drug 2: CCN(CC)CCNC(=O)C1=C(NC(=C1C)C=C2C3=C(C=CC(=C3)F)NC2=O)C. Cell line: SK-OV-3. Synergy scores: CSS=51.1, Synergy_ZIP=3.89, Synergy_Bliss=5.18, Synergy_Loewe=5.91, Synergy_HSA=6.97. (10) Drug 1: CC1=C2C(C(=O)C3(C(CC4C(C3C(C(C2(C)C)(CC1OC(=O)C(C(C5=CC=CC=C5)NC(=O)OC(C)(C)C)O)O)OC(=O)C6=CC=CC=C6)(CO4)OC(=O)C)OC)C)OC. Drug 2: CCC1=CC2CC(C3=C(CN(C2)C1)C4=CC=CC=C4N3)(C5=C(C=C6C(=C5)C78CCN9C7C(C=CC9)(C(C(C8N6C)(C(=O)OC)O)OC(=O)C)CC)OC)C(=O)OC.C(C(C(=O)O)O)(C(=O)O)O. Cell line: SK-MEL-28. Synergy scores: CSS=39.5, Synergy_ZIP=-6.06, Synergy_Bliss=-4.07, Synergy_Loewe=0.645, Synergy_HSA=2.16.